This data is from Reaction yield outcomes from USPTO patents with 853,638 reactions. The task is: Predict the reaction yield, written as a fraction of the theoretical maximum amount of product (1.0 means a 100% yield; for example, 0.34 means a 34% yield). (1) The reactants are [H-].[Na+].[CH3:3][O:4][C:5]([C:7]1[N:11]=[C:10]([Cl:12])[NH:9][N:8]=1)=[O:6].[CH3:13][Si:14]([CH2:17][CH2:18][O:19][CH2:20]Cl)([CH3:16])[CH3:15]. The catalyst is CN(C=O)C. The product is [CH3:3][O:4][C:5]([C:7]1[N:11]=[C:10]([Cl:12])[N:9]([CH2:20][O:19][CH2:18][CH2:17][Si:14]([CH3:16])([CH3:15])[CH3:13])[N:8]=1)=[O:6]. The yield is 0.580. (2) The reactants are [NH2:1][C:2]1[CH:10]=[C:9]([F:11])[CH:8]=[CH:7][C:3]=1[C:4]([NH2:6])=[O:5].[C:12](OCC)(=O)[C:13]([O:15][CH2:16][CH3:17])=[O:14]. The catalyst is CC(O)=O. The product is [F:11][C:9]1[CH:10]=[C:2]2[C:3]([C:4]([OH:5])=[N:6][C:12]([C:13]([O:15][CH2:16][CH3:17])=[O:14])=[N:1]2)=[CH:7][CH:8]=1. The yield is 0.220. (3) The reactants are Br[CH2:2][C:3]1[C:8]([Cl:9])=[C:7]([Cl:10])[CH:6]=[CH:5][C:4]=1[Cl:11].[NH2:12][C:13]1[CH:18]=[C:17]([CH3:19])[N:16]=[C:15]([SH:20])[N:14]=1.C(N(CC)CC)C. The catalyst is C(O)C. The product is [CH3:19][C:17]1[N:16]=[C:15]([S:20][CH2:2][C:3]2[C:4]([Cl:11])=[CH:5][CH:6]=[C:7]([Cl:10])[C:8]=2[Cl:9])[N:14]=[C:13]([NH2:12])[CH:18]=1. The yield is 0.950. (4) The reactants are [Cl:1][C:2]1[C:3]([F:28])=[C:4]([CH:8]2[C:12]([C:15]3[CH:20]=[CH:19][C:18]([Cl:21])=[CH:17][C:16]=3[F:22])([C:13]#[N:14])[CH:11]([CH2:23][C:24]([CH3:27])([CH3:26])[CH3:25])[CH2:10][NH:9]2)[CH:5]=[CH:6][CH:7]=1.[C:29]([C:31]1[CH:39]=[CH:38][C:34]([C:35](O)=[O:36])=[CH:33][CH:32]=1)#[N:30].CN(C(ON1N=NC2C=CC=NC1=2)=[N+](C)C)C.F[P-](F)(F)(F)(F)F.CCN(C(C)C)C(C)C. The catalyst is C(Cl)Cl. The product is [Cl:1][C:2]1[C:3]([F:28])=[C:4]([CH:8]2[C:12]([C:15]3[CH:20]=[CH:19][C:18]([Cl:21])=[CH:17][C:16]=3[F:22])([C:13]#[N:14])[CH:11]([CH2:23][C:24]([CH3:25])([CH3:27])[CH3:26])[CH2:10][N:9]2[C:35](=[O:36])[C:34]2[CH:38]=[CH:39][C:31]([C:29]#[N:30])=[CH:32][CH:33]=2)[CH:5]=[CH:6][CH:7]=1. The yield is 0.982. (5) The yield is 0.390. The catalyst is CN(C)C(=O)C.C(O)(=O)C.C(OCC)(=O)C. The reactants are [F:1][C:2]1[CH:3]=[C:4]([CH:29]=[CH:30][C:31]=1[F:32])[CH2:5][NH:6][C:7]1[N:12]=[C:11]([NH:13][CH2:14][C@@H:15]2[CH2:20][CH2:19][CH2:18][N:17]([C:21]([O:23][C:24]([CH3:27])([CH3:26])[CH3:25])=[O:22])[CH2:16]2)[C:10]([NH2:28])=[CH:9][N:8]=1.[Cl:33][C:34]1[CH:41]=[CH:40][CH:39]=[C:38]([F:42])[C:35]=1[CH:36]=O. The product is [C:24]([O:23][C:21]([N:17]1[CH2:18][CH2:19][CH2:20][C@@H:15]([CH2:14][N:13]2[C:36]([C:35]3[C:38]([F:42])=[CH:39][CH:40]=[CH:41][C:34]=3[Cl:33])=[N:28][C:10]3[C:11]2=[N:12][C:7]([NH:6][CH2:5][C:4]2[CH:29]=[CH:30][C:31]([F:32])=[C:2]([F:1])[CH:3]=2)=[N:8][CH:9]=3)[CH2:16]1)=[O:22])([CH3:25])([CH3:26])[CH3:27]. (6) The reactants are Cl[C:2]1[N:7]=[C:6]([NH:8][CH:9]2[CH2:13][CH2:12][CH2:11][CH2:10]2)[C:5]([N+:14]([O-:16])=[O:15])=[CH:4][N:3]=1.[NH2:17][C@H:18]1[CH2:23][CH2:22][C@H:21]([OH:24])[CH2:20][CH2:19]1.C(N(CC)C(C)C)(C)C. The catalyst is CN(C=O)C. The product is [CH:9]1([NH:8][C:6]2[C:5]([N+:14]([O-:16])=[O:15])=[CH:4][N:3]=[C:2]([NH:17][C@H:18]3[CH2:23][CH2:22][C@H:21]([OH:24])[CH2:20][CH2:19]3)[N:7]=2)[CH2:13][CH2:12][CH2:11][CH2:10]1. The yield is 0.880. (7) The reactants are [F:1][C:2]1[CH:7]=[C:6]([F:8])[CH:5]=[CH:4][C:3]=1[C:9]1[C:17]2[C:12](=[CH:13][C:14]([O:18][CH2:19][CH2:20][CH:21]3[CH2:26][CH2:25][N:24]([S:27]([CH3:30])(=[O:29])=[O:28])[CH2:23][CH2:22]3)=[CH:15][CH:16]=2)[C:11](=[O:31])[C:10]=1C1C=CC(C)=CC=1.O1CCN(CCOC2C=C3C(C(C4C=CC=CC=4)=C(Br)C3=O)=CC=2)CC1.[N:65]1[C:74]2[C:69](=[CH:70][CH:71]=[CH:72][CH:73]=2)[CH:68]=[C:67](B(O)O)[CH:66]=1. No catalyst specified. The product is [F:1][C:2]1[CH:7]=[C:6]([F:8])[CH:5]=[CH:4][C:3]=1[C:9]1[C:17]2[C:12](=[CH:13][C:14]([O:18][CH2:19][CH2:20][CH:21]3[CH2:26][CH2:25][N:24]([S:27]([CH3:30])(=[O:29])=[O:28])[CH2:23][CH2:22]3)=[CH:15][CH:16]=2)[C:11](=[O:31])[C:10]=1[C:67]1[CH:66]=[N:65][C:74]2[C:69]([CH:68]=1)=[CH:70][CH:71]=[CH:72][CH:73]=2. The yield is 0.700. (8) The reactants are CCN(C(C)C)C(C)C.[F:10][C:11]1[CH:16]=[CH:15][C:14]([C:17]2[O:18][C:19]3[CH:29]=[CH:28][C:27]([C:30]4[CH:31]=[C:32]([CH:36]=[CH:37][CH:38]=4)[C:33](O)=[O:34])=[CH:26][C:20]=3[C:21]=2[C:22](=[O:25])[NH:23][CH3:24])=[CH:13][CH:12]=1.CN(C(ON1N=NC2C=CC=NC1=2)=[N+](C)C)C.F[P-](F)(F)(F)(F)F.[C:63]([NH2:67])([CH3:66])([CH3:65])[CH3:64]. The catalyst is CN(C=O)C.CC#N. The product is [C:63]([NH:67][C:33]([C:32]1[CH:31]=[C:30]([C:27]2[CH:28]=[CH:29][C:19]3[O:18][C:17]([C:14]4[CH:15]=[CH:16][C:11]([F:10])=[CH:12][CH:13]=4)=[C:21]([C:22]([NH:23][CH3:24])=[O:25])[C:20]=3[CH:26]=2)[CH:38]=[CH:37][CH:36]=1)=[O:34])([CH3:66])([CH3:65])[CH3:64]. The yield is 0.690. (9) The reactants are Cl[C:2]1[N:9]=[CH:8][CH:7]=[C:6]([N:10]2[CH2:22][CH2:21][N:13]3[C:14]4[CH2:15][CH2:16][CH2:17][CH2:18][C:19]=4[CH:20]=[C:12]3[C:11]2=[O:23])[C:3]=1[CH:4]=[O:5].[CH3:24][N:25]1[CH:30]=[C:29](B2OC(C)(C)C(C)(C)O2)[CH:28]=[C:27]([NH:40][C:41]2[CH:46]=[CH:45][C:44]([N:47]3[CH2:52][CH2:51][N:50]([CH:53]4[CH2:56][O:55][CH2:54]4)[CH2:49][CH2:48]3)=[CH:43][N:42]=2)[C:26]1=[O:57]. The catalyst is [Pd].O1CCCC1. The product is [CH3:24][N:25]1[C:26](=[O:57])[C:27]([NH:40][C:41]2[CH:46]=[CH:45][C:44]([N:47]3[CH2:52][CH2:51][N:50]([CH:53]4[CH2:54][O:55][CH2:56]4)[CH2:49][CH2:48]3)=[CH:43][N:42]=2)=[CH:28][C:29]([C:2]2[N:9]=[CH:8][CH:7]=[C:6]([N:10]3[CH2:22][CH2:21][N:13]4[C:14]5[CH2:15][CH2:16][CH2:17][CH2:18][C:19]=5[CH:20]=[C:12]4[C:11]3=[O:23])[C:3]=2[CH:4]=[O:5])=[CH:30]1. The yield is 0.630. (10) The reactants are BrCC1CC1(F)F.Br[CH2:9][C:10]1[CH:15]=[CH:14][C:13]([F:16])=[CH:12][CH:11]=1.[CH3:17][C:18]1[N:19]=[C:20]([N:28]2[C:32](=[O:33])[NH:31][N:30]=[CH:29]2)[S:21][C:22]=1[C:23]([O:25][CH2:26][CH3:27])=[O:24]. No catalyst specified. The product is [F:16][C:13]1[CH:14]=[CH:15][C:10]([CH2:9][N:31]2[C:32](=[O:33])[N:28]([C:20]3[S:21][C:22]([C:23]([O:25][CH2:26][CH3:27])=[O:24])=[C:18]([CH3:17])[N:19]=3)[CH:29]=[N:30]2)=[CH:11][CH:12]=1. The yield is 0.840.